This data is from Full USPTO retrosynthesis dataset with 1.9M reactions from patents (1976-2016). The task is: Predict the reactants needed to synthesize the given product. (1) The reactants are: [F:1][C:2]1[CH:11]=[C:10]2[C:5]([CH2:6][CH2:7][CH2:8][C:9]2=O)=[CH:4][CH:3]=1.B(F)(F)F.CCOCC.[CH2:22]([SH:25])[CH2:23][SH:24]. Given the product [F:1][C:2]1[CH:11]=[C:10]2[C:5]([CH2:6][CH2:7][CH2:8][C:9]32[S:25][CH2:22][CH2:23][S:24]3)=[CH:4][CH:3]=1, predict the reactants needed to synthesize it. (2) Given the product [CH3:44][N:45]([CH:46]1[CH2:47][CH2:48][N:49]([CH2:52][CH:53]([CH3:55])[CH3:54])[CH2:50][CH2:51]1)[C:30](=[O:31])[CH2:29][N:27]1[CH:28]=[C:24]([NH:23][C:21]2[N:22]=[C:15]3[C:14]([C:11]4[CH2:10][CH2:9][N:8]([C:6](=[O:7])[CH2:5][CH2:4][C:3]([F:34])([F:33])[F:2])[CH2:13][CH:12]=4)=[CH:19][CH:18]=[CH:17][N:16]3[N:20]=2)[CH:25]=[N:26]1, predict the reactants needed to synthesize it. The reactants are: Cl.[F:2][C:3]([F:34])([F:33])[CH2:4][CH2:5][C:6]([N:8]1[CH2:13][CH:12]=[C:11]([C:14]2[C:15]3[N:16]([N:20]=[C:21]([NH:23][C:24]4[CH:25]=[N:26][N:27]([CH2:29][C:30](O)=[O:31])[CH:28]=4)[N:22]=3)[CH:17]=[CH:18][CH:19]=2)[CH2:10][CH2:9]1)=[O:7].CCN(C(C)C)C(C)C.[CH3:44][NH:45][CH:46]1[CH2:51][CH2:50][N:49]([CH2:52][CH:53]([CH3:55])[CH3:54])[CH2:48][CH2:47]1.CN(C(ON1N=NC2C=CC=NC1=2)=[N+](C)C)C.F[P-](F)(F)(F)(F)F.N.O. (3) Given the product [O:8]1[C:12]2[CH:13]=[CH:14][C:15]([NH:17][C:18]3[CH:30]=[C:29]([C:31]4[CH:32]=[CH:33][CH:34]=[CH:35][CH:36]=4)[CH:28]=[CH:27][C:19]=3[C:20]([OH:22])=[O:21])=[CH:16][C:11]=2[CH:10]=[CH:9]1, predict the reactants needed to synthesize it. The reactants are: FC(F)(F)C(O)=O.[O:8]1[C:12]2[CH:13]=[CH:14][C:15]([NH:17][C:18]3[CH:30]=[C:29]([C:31]4[CH:36]=[CH:35][CH:34]=[CH:33][CH:32]=4)[CH:28]=[CH:27][C:19]=3[C:20]([O:22]C(C)(C)C)=[O:21])=[CH:16][C:11]=2[CH:10]=[CH:9]1. (4) The reactants are: [C:1]([OH:9])(=[O:8])[C:2]1[CH:7]=[CH:6][CH:5]=[CH:4][CH:3]=1.C1(P(C2C=CC=CC=2)C2C=CC=CC=2)C=CC=CC=1.[CH3:29][C@@H:30](O)[CH2:31][C@H:32]([OH:34])[CH3:33].C(OC(N=NC(OC(C)C)=O)=O)(C)C.C1(C)C=CC=CC=1. Given the product [C:1]([O:9][C@@H:30]([CH3:29])[CH2:31][C@H:32]([OH:34])[CH3:33])(=[O:8])[C:2]1[CH:7]=[CH:6][CH:5]=[CH:4][CH:3]=1, predict the reactants needed to synthesize it. (5) The reactants are: [F:1][C:2]([F:17])([F:16])[CH:3]([C:5]1[CH:10]=[CH:9][C:8]([C:11]2[CH:15]=[CH:14][O:13][CH:12]=2)=[CH:7][CH:6]=1)[OH:4].[NH2:18][C:19]1[N:24]=[C:23](Cl)[CH:22]=[C:21]([Cl:26])[N:20]=1.C(=O)([O-])[O-].[Cs+].[Cs+].O1CCOCC1. Given the product [Cl:26][C:21]1[CH:22]=[C:23]([O:4][CH:3]([C:5]2[CH:6]=[CH:7][C:8]([C:11]3[CH:15]=[CH:14][O:13][CH:12]=3)=[CH:9][CH:10]=2)[C:2]([F:1])([F:16])[F:17])[N:24]=[C:19]([NH2:18])[N:20]=1, predict the reactants needed to synthesize it.